Dataset: Catalyst prediction with 721,799 reactions and 888 catalyst types from USPTO. Task: Predict which catalyst facilitates the given reaction. (1) Reactant: [CH3:1][C:2]1[N:7]=[CH:6][C:5]([CH2:8][C:9]([NH:11][C:12]2[CH:17]=[CH:16][C:15]([CH3:18])=[CH:14][CH:13]=2)=O)=[CH:4][CH:3]=1.[H-].[H-].[H-].[H-].[Li+].[Al+3].C(OCC)C. Product: [CH3:1][C:2]1[N:7]=[CH:6][C:5]([CH2:8][CH2:9][NH:11][C:12]2[CH:13]=[CH:14][C:15]([CH3:18])=[CH:16][CH:17]=2)=[CH:4][CH:3]=1. The catalyst class is: 1. (2) Product: [I:20][C:11]1[CH:12]=[C:13]2[C:8]([NH:7][C:6]3[C:5]([C:16]([O:18][CH3:19])=[O:17])=[CH:4][CH:3]=[CH:2][C:15]=3[CH2:14]2)=[CH:9][CH:10]=1. Reactant: I[C:2]1[C:15]2[CH2:14][C:13]3[C:8](=[CH:9][CH:10]=[CH:11][CH:12]=3)[NH:7][C:6]=2[C:5]([C:16]([O:18][CH3:19])=[O:17])=[CH:4][CH:3]=1.[I:20]C1C=C2C(NC3C(C(OC)=O)=CC=CC=3C2=O)=CC=1.[K+].[Br-].C1C=CC([I+]C2C(C([O-])=O)=CC=CC=2)=CC=1.CC1C=NC2C(=CC=C([N+]([O-])=O)C=2)N=1.IC1C=C2C(=CC=1)N=C(C(OCC)=O)C=N2.C(N(CC)CCNC(C1C=CC2C(=CC=C(I)C=2)N=1)=O)C.IC1C=C2C(=CC=1)N=C(C(OCC)=O)C=C2.IC1C=C2C(=CC=1)NC=C(C(OCC)=O)C2=O.[N+](C1C=C2C(=CC=1)N=C(C(OCC)=O)C=N2)([O-])=O. The catalyst class is: 4. (3) Reactant: [Br:1][C:2]1[CH:3]=[C:4]([O:12][CH3:13])[C:5]([N+:9]([O-:11])=[O:10])=[C:6](F)[CH:7]=1.[CH3:14][NH2:15]. Product: [Br:1][C:2]1[CH:3]=[C:4]([O:12][CH3:13])[C:5]([N+:9]([O-:11])=[O:10])=[C:6]([CH:7]=1)[NH:15][CH3:14]. The catalyst class is: 1.